From a dataset of Reaction yield outcomes from USPTO patents with 853,638 reactions. Predict the reaction yield, written as a fraction of the theoretical maximum amount of product (1.0 means a 100% yield; for example, 0.34 means a 34% yield). (1) The reactants are [CH3:1][O:2][C:3](=[O:27])[NH:4][CH:5]([C:10]([NH:12][N:13]=[CH:14][C:15]1[CH:20]=[CH:19][C:18]([C:21]2[CH:26]=[CH:25][CH:24]=[CH:23][N:22]=2)=[CH:17][CH:16]=1)=[O:11])[C:6]([CH3:9])([CH3:8])[CH3:7].[BH3-]C#N.[Na+].C1(C)C=CC(S(O)(=O)=O)=CC=1. The catalyst is C1COCC1. The product is [CH3:1][O:2][C:3](=[O:27])[NH:4][CH:5]([C:10]([NH:12][NH:13][CH2:14][C:15]1[CH:20]=[CH:19][C:18]([C:21]2[CH:26]=[CH:25][CH:24]=[CH:23][N:22]=2)=[CH:17][CH:16]=1)=[O:11])[C:6]([CH3:9])([CH3:8])[CH3:7]. The yield is 0.670. (2) The reactants are Cl[C:2]1[CH:7]=[CH:6][N:5]=[C:4]2[NH:8][CH:9]=[CH:10][C:3]=12.[I-:11].[Na+].C(Cl)(=O)C. The catalyst is C(#N)C. The product is [I:11][C:2]1[CH:7]=[CH:6][N:5]=[C:4]2[NH:8][CH:9]=[CH:10][C:3]=12. The yield is 0.390. (3) The reactants are C=O.[CH3:3][NH:4][CH3:5].[Cl:6][C:7]1[CH:8]=[C:9]2[C:13](=[CH:14][CH:15]=1)[NH:12][CH:11]=[CH:10]2.[C:16]([O-])(O)=O.[Na+].[OH-].[Na+]. The catalyst is CCO.CC(O)=O. The product is [Cl:6][C:7]1[CH:8]=[C:9]2[C:5](=[CH:14][CH:15]=1)[NH:4][CH:3]=[C:10]2[CH2:11][N:12]([CH3:16])[CH3:13]. The yield is 0.850. (4) The reactants are Cl.C(OC1C=C2C(C([Cl:20])=NC=N2)=CC=1OC)C1C=CC=CC=1.[Cl:23][C:24]1[CH:25]=[C:26]([CH:28]=[CH:29][C:30]=1[F:31])[NH2:27]. No catalyst specified. The product is [ClH:20].[Cl:23][C:24]1[CH:25]=[C:26]([NH2:27])[CH:28]=[CH:29][C:30]=1[F:31]. The yield is 0.830. (5) The yield is 0.807. The catalyst is [OH-].[Na+].CC(C)=O. The product is [N:2]1[CH:7]=[CH:6][CH:5]=[C:4]([CH2:8][O:10][C:11]2[CH:12]=[CH:13][C:14]([CH2:17][C:18]([O:20][CH3:21])=[O:19])=[CH:15][CH:16]=2)[CH:3]=1. The reactants are Cl.[N:2]1[CH:7]=[CH:6][CH:5]=[C:4]([CH2:8]Cl)[CH:3]=1.[OH:10][C:11]1[CH:16]=[CH:15][C:14]([CH2:17][C:18]([O:20][CH3:21])=[O:19])=[CH:13][CH:12]=1.C([O-])([O-])=O.[K+].[K+].N1C=CC=C(CCl)C=1. (6) The reactants are [CH3:1][C:2]1[CH:3]=[C:4]([C:14]2[NH:23][C:22](=[O:24])[C:21]3[C:16](=[CH:17][C:18]([O:27][CH3:28])=[CH:19]C=3OC)[N:15]=2)[CH:5]=[C:6]([CH3:13])[C:7]=1[O:8][CH2:9][CH2:10][NH:11][CH3:12].[CH:29]([O:31][CH3:32])=O.C[CH2:34][OH:35]. No catalyst specified. The product is [CH3:32][O:31][C:29]1[CH:19]=[C:18]([O:27][CH3:28])[CH:17]=[C:16]2[C:21]=1[C:22](=[O:24])[NH:23][C:14]([C:4]1[CH:5]=[C:6]([CH3:13])[C:7]([O:8][CH2:9][CH2:10][N:11]([CH3:12])[CH:34]=[O:35])=[C:2]([CH3:1])[CH:3]=1)=[N:15]2. The yield is 0.930. (7) The reactants are Cl.[N:2]1([CH2:7][C:8]([OH:10])=O)[CH:6]=[N:5][CH:4]=[N:3]1.[F:11][C:12]1[CH:38]=[CH:37][C:15]([O:16][C:17]2[CH:22]=[CH:21][C:20]([NH:23][C:24]([C@@H:26]3[CH2:30][C@@H:29]([CH2:31][C:32]4[CH:36]=[CH:35][S:34][CH:33]=4)[CH2:28][NH:27]3)=[O:25])=[CH:19][CH:18]=2)=[CH:14][CH:13]=1. No catalyst specified. The product is [N:2]1([CH2:7][C:8]([N:27]2[CH2:28][C@H:29]([CH2:31][C:32]3[CH:36]=[CH:35][S:34][CH:33]=3)[CH2:30][C@H:26]2[C:24]([NH:23][C:20]2[CH:21]=[CH:22][C:17]([O:16][C:15]3[CH:14]=[CH:13][C:12]([F:11])=[CH:38][CH:37]=3)=[CH:18][CH:19]=2)=[O:25])=[O:10])[CH:6]=[N:5][CH:4]=[N:3]1. The yield is 0.350. (8) The reactants are [NH2:1][C@H:2]([CH3:14])[C@@H:3]([C:5]1[CH:13]=[CH:12][C:8]2[CH2:9][CH2:10][O:11][C:7]=2[CH:6]=1)[OH:4].[F:15][C:16]1[CH:21]=[CH:20][C:19]([N:22]2[C:30]3[C:25](=[CH:26][C:27](I)=[CH:28][CH:29]=3)[CH:24]=[N:23]2)=[CH:18][CH:17]=1.C(=O)([O-])[O-].[Cs+].[Cs+]. The catalyst is C(#N)CCC.[Cu]I. The product is [O:11]1[C:7]2[CH:6]=[C:5]([C@@H:3]([O:4][C:27]3[CH:26]=[C:25]4[C:30](=[CH:29][CH:28]=3)[N:22]([C:19]3[CH:20]=[CH:21][C:16]([F:15])=[CH:17][CH:18]=3)[N:23]=[CH:24]4)[C@@H:2]([NH2:1])[CH3:14])[CH:13]=[CH:12][C:8]=2[CH2:9][CH2:10]1. The yield is 0.220. (9) The reactants are [CH3:1][C:2]1[CH:7]=[CH:6][N:5]=[C:4]([NH:8][C:9](=[O:14])[C:10]([CH3:13])([CH3:12])[CH3:11])[CH:3]=1.[OH:15]O. The catalyst is CC(O)=O. The product is [CH3:1][C:2]1[CH:7]=[CH:6][N+:5]([O-:15])=[C:4]([NH:8][C:9](=[O:14])[C:10]([CH3:11])([CH3:13])[CH3:12])[CH:3]=1. The yield is 0.770.